Dataset: Full USPTO retrosynthesis dataset with 1.9M reactions from patents (1976-2016). Task: Predict the reactants needed to synthesize the given product. (1) Given the product [O:36]1[CH2:37][CH2:38][CH:33]([CH2:32][CH:23]([C:20]2[CH:21]=[CH:22][C:17]([S:16][CH2:9][CH:10]3[CH2:15][CH2:14][O:13][CH2:12][CH2:11]3)=[CH:18][CH:19]=2)[C:24]([NH:26][C:27]2[S:28][CH:29]=[CH:30][N:31]=2)=[O:25])[CH2:34][CH2:35]1, predict the reactants needed to synthesize it. The reactants are: CCN(CC)CC.I[CH2:9][CH:10]1[CH2:15][CH2:14][O:13][CH2:12][CH2:11]1.[SH:16][C:17]1[CH:22]=[CH:21][C:20]([CH:23]([CH2:32][CH:33]2[CH2:38][CH2:37][O:36][CH2:35][CH2:34]2)[C:24]([NH:26][C:27]2[S:28][CH:29]=[CH:30][N:31]=2)=[O:25])=[CH:19][CH:18]=1. (2) The reactants are: Br[C:2]1[S:3][CH:4]=[C:5]([C:7]([N:9]2[CH:14]([CH3:15])[CH2:13][CH2:12][CH2:11][CH:10]2[CH3:16])=[O:8])[N:6]=1.[CH3:17][C:18]1[CH:23]=[CH:22][CH:21]=[CH:20][C:19]=1B(O)O.C(=O)([O-])[O-].[K+].[K+]. Given the product [CH3:16][CH:10]1[CH2:11][CH2:12][CH2:13][CH:14]([CH3:15])[N:9]1[C:7]([C:5]1[N:6]=[C:2]([C:19]2[CH:20]=[CH:21][CH:22]=[CH:23][C:18]=2[CH3:17])[S:3][CH:4]=1)=[O:8], predict the reactants needed to synthesize it. (3) Given the product [CH3:20][S:17]([C:14]1[CH:13]=[CH:12][C:11]([N:9]2[CH:10]=[C:6]([CH2:4][OH:3])[CH:7]=[N:8]2)=[CH:16][CH:15]=1)(=[O:18])=[O:19], predict the reactants needed to synthesize it. The reactants are: C([O:3][C:4]([C:6]1[CH:7]=[N:8][N:9]([C:11]2[CH:16]=[CH:15][C:14]([S:17]([CH3:20])(=[O:19])=[O:18])=[CH:13][CH:12]=2)[CH:10]=1)=O)C.[H-].[H-].[H-].[H-].[Li+].[Al+3]. (4) Given the product [CH2:1]([C:3]1[CH:8]=[C:7]([N+:9]([O-:11])=[O:10])[C:6]([O:12][CH2:13][CH3:14])=[CH:5][C:4]=1[N:32]1[CH2:31][CH2:30][N:29]([CH2:28][CH2:27][S:24]([CH3:23])(=[O:25])=[O:26])[CH2:34][CH2:33]1)[CH3:2], predict the reactants needed to synthesize it. The reactants are: [CH2:1]([C:3]1[CH:8]=[C:7]([N+:9]([O-:11])=[O:10])[C:6]([O:12][CH2:13][CH3:14])=[CH:5][C:4]=1F)[CH3:2].C([O-])([O-])=O.[K+].[K+].Cl.[CH3:23][S:24]([CH2:27][CH2:28][N:29]1[CH2:34][CH2:33][NH:32][CH2:31][CH2:30]1)(=[O:26])=[O:25].O.